Dataset: Catalyst prediction with 721,799 reactions and 888 catalyst types from USPTO. Task: Predict which catalyst facilitates the given reaction. (1) The catalyst class is: 72. Reactant: [C:1]1([NH:7][CH2:8][C:9]2[CH:18]=[CH:17][C:12]([C:13]([O:15]C)=[O:14])=[CH:11][CH:10]=2)[CH:6]=[CH:5][CH:4]=[CH:3][CH:2]=1.O.[OH-].[Li+].O1CCCC1.Cl. Product: [C:1]1([NH:7][CH2:8][C:9]2[CH:18]=[CH:17][C:12]([C:13]([OH:15])=[O:14])=[CH:11][CH:10]=2)[CH:2]=[CH:3][CH:4]=[CH:5][CH:6]=1. (2) Reactant: Cl.[CH3:2][NH:3][O:4][CH3:5].C[Al](C)C.[CH3:10][C:11]1[C:12](=[O:31])[C:13]([C:27](OC)=[O:28])=[N:14][N:15]([C:17]2[CH:22]=[CH:21][CH:20]=[C:19]([C:23]([F:26])([F:25])[F:24])[CH:18]=2)[CH:16]=1. Product: [CH3:5][O:4][N:3]([CH3:2])[C:27]([C:13]1[C:12](=[O:31])[C:11]([CH3:10])=[CH:16][N:15]([C:17]2[CH:22]=[CH:21][CH:20]=[C:19]([C:23]([F:24])([F:26])[F:25])[CH:18]=2)[N:14]=1)=[O:28]. The catalyst class is: 4. (3) Reactant: [NH2:1][C:2]1=[N:3][C:4](=[O:32])[NH:5]/[C:6]/1=[CH:7]\[C:8]1[CH:13]=[CH:12][C:11]([O:14][CH2:15][C:16]2[CH:21]=[CH:20][C:19]([C:22]([F:25])([F:24])[F:23])=[CH:18][C:17]=2[C:26]([F:29])([F:28])[F:27])=[C:10]([O:30][CH3:31])[CH:9]=1.[C:33]([O:37][CH3:38])(=[O:36])[CH:34]=[CH2:35]. Product: [F:29][C:26]([F:27])([F:28])[C:17]1[CH:18]=[C:19]([C:22]([F:25])([F:23])[F:24])[CH:20]=[CH:21][C:16]=1[CH2:15][O:14][C:11]1[CH:12]=[CH:13][C:8](/[CH:7]=[C:6]2/[C:2]([NH:1][CH2:35][CH2:34][C:33]([O:37][CH3:38])=[O:36])=[N:3][C:4](=[O:32])[NH:5]/2)=[CH:9][C:10]=1[O:30][CH3:31]. The catalyst class is: 8. (4) Reactant: [CH3:1][N:2]1[CH2:7][CH2:6][N:5]([C:8]2[CH:13]=[CH:12][C:11]([N+:14]([O-:16])=[O:15])=[CH:10][C:9]=2[CH2:17]O)[CH2:4][CH2:3]1.S(Cl)(Cl)=O.[CH3:23][N:24]1[CH2:29][CH2:28][NH:27][CH2:26][CH2:25]1. Product: [CH3:1][N:2]1[CH2:7][CH2:6][N:5]([C:8]2[CH:13]=[CH:12][C:11]([N+:14]([O-:16])=[O:15])=[CH:10][C:9]=2[CH2:17][N:27]2[CH2:28][CH2:29][N:24]([CH3:23])[CH2:25][CH2:26]2)[CH2:4][CH2:3]1. The catalyst class is: 1. (5) Reactant: [O:1]1[C:6]2[CH:7]=[CH:8][C:9]([NH:11][C:12]([C:14]3[CH:19]=[CH:18][C:17]([F:20])=[CH:16][CH:15]=3)=[NH:13])=[CH:10][C:5]=2[O:4][CH2:3][CH2:2]1.C(=O)(O)[O-].[Na+].Br[CH2:27][C:28](=O)[C:29]([O:31][CH2:32][CH3:33])=[O:30]. Product: [O:1]1[C:6]2[CH:7]=[CH:8][C:9]([N:11]3[CH:27]=[C:28]([C:29]([O:31][CH2:32][CH3:33])=[O:30])[N:13]=[C:12]3[C:14]3[CH:19]=[CH:18][C:17]([F:20])=[CH:16][CH:15]=3)=[CH:10][C:5]=2[O:4][CH2:3][CH2:2]1. The catalyst class is: 12.